From a dataset of Forward reaction prediction with 1.9M reactions from USPTO patents (1976-2016). Predict the product of the given reaction. (1) Given the reactants [OH:1][CH2:2][C@@H:3]1[O:8][CH2:7][C@H:6]([CH2:9][O:10][CH3:11])[N:5]([C:12]([O:14][C:15]([CH3:18])([CH3:17])[CH3:16])=[O:13])[CH2:4]1.O.C(O)(=[O:22])C.C(O)(=O)C.IC1C=CC=CC=1.CC1(C)N([O])C(C)(C)CCC1, predict the reaction product. The product is: [C:15]([O:14][C:12]([N:5]1[C@@H:6]([CH2:9][O:10][CH3:11])[CH2:7][O:8][C@@H:3]([C:2]([OH:22])=[O:1])[CH2:4]1)=[O:13])([CH3:18])([CH3:17])[CH3:16]. (2) Given the reactants [CH3:1][C:2]1[CH:7]=[C:6]([CH3:8])[N:5]=[C:4]([N:9]2[CH2:16][CH:15]3[CH:11]([CH2:12][NH:13][CH2:14]3)[CH2:10]2)[N:3]=1.CC(O)=O.[F:21][C:22]1[CH:30]=[CH:29][C:25]([C:26](O)=[O:27])=[C:24]([N:31]2[N:35]=[CH:34][CH:33]=[N:32]2)[CH:23]=1, predict the reaction product. The product is: [CH3:1][C:2]1[CH:7]=[C:6]([CH3:8])[N:5]=[C:4]([N:9]2[CH2:16][CH:15]3[CH2:14][N:13]([C:26]([C:25]4[CH:29]=[CH:30][C:22]([F:21])=[CH:23][C:24]=4[N:31]4[N:35]=[CH:34][CH:33]=[N:32]4)=[O:27])[CH2:12][CH:11]3[CH2:10]2)[N:3]=1. (3) Given the reactants O[C:2]1[C:3]2[N:11]=[CH:10][CH:9]=[C:8]([C:12]([NH2:14])=[O:13])[C:4]=2[N:5]=[CH:6][N:7]=1.Cl.[N:16]1([CH2:20][C@@H:21]([NH2:29])[C:22]2[CH:27]=[CH:26][CH:25]=[C:24]([F:28])[CH:23]=2)[CH2:19][CH2:18][CH2:17]1, predict the reaction product. The product is: [N:16]1([CH2:20][C@@H:21]([NH:29][C:2]2[C:3]3[N:11]=[CH:10][CH:9]=[C:8]([C:12]([NH2:14])=[O:13])[C:4]=3[N:5]=[CH:6][N:7]=2)[C:22]2[CH:27]=[CH:26][CH:25]=[C:24]([F:28])[CH:23]=2)[CH2:19][CH2:18][CH2:17]1. (4) Given the reactants [Cl:1][C:2]1[C:20]([Cl:21])=[CH:19][C:5]([C:6]([NH:8][C:9]2[CH:10]=[CH:11][C:12]([C:15]([O:17][CH3:18])=[O:16])=[N:13][CH:14]=2)=[O:7])=[C:4](F)[CH:3]=1.[F:23][C:24]1[CH:29]=[CH:28][C:27]([OH:30])=[C:26]([O:31][CH3:32])[CH:25]=1.C([O-])([O-])=O.[K+].[K+], predict the reaction product. The product is: [Cl:1][C:2]1[C:20]([Cl:21])=[CH:19][C:5]([C:6]([NH:8][C:9]2[CH:10]=[CH:11][C:12]([C:15]([O:17][CH3:18])=[O:16])=[N:13][CH:14]=2)=[O:7])=[C:4]([O:30][C:27]2[CH:28]=[CH:29][C:24]([F:23])=[CH:25][C:26]=2[O:31][CH3:32])[CH:3]=1. (5) Given the reactants [OH:1][CH:2]([CH2:21][OH:22])[CH2:3][O:4][C:5]1[CH:10]=[CH:9][C:8]([C:11]2[O:15][N:14]=[C:13]([C:16]([O:18][CH2:19][CH3:20])=[O:17])[CH:12]=2)=[CH:7][CH:6]=1.O.[C:24]1(C)[CH:29]=CC(S(O)(=O)=O)=C[CH:25]=1.COC(OC)(C)C, predict the reaction product. The product is: [CH3:25][C:24]1([CH3:29])[O:1][C@@H:2]([CH2:3][O:4][C:5]2[CH:6]=[CH:7][C:8]([C:11]3[O:15][N:14]=[C:13]([C:16]([O:18][CH2:19][CH3:20])=[O:17])[CH:12]=3)=[CH:9][CH:10]=2)[CH2:21][O:22]1. (6) Given the reactants [CH2:1]([O:3][C:4]([C:6]1([CH3:27])[CH2:11][CH2:10][N:9]([C:12]2[CH2:26][C:15]3([CH2:18][N:17]([C:19](OC(C)(C)C)=O)[CH2:16]3)[O:14][N:13]=2)[CH2:8][CH2:7]1)=[O:5])[CH3:2].[CH:28]1([C:31]2[CH:36]=[C:35](C=O)[C:34]([CH2:39][CH3:40])=[CH:33][C:32]=2[C:41]2[CH:46]=[CH:45][C:44]([F:47])=[CH:43][CH:42]=2)[CH2:30][CH2:29]1, predict the reaction product. The product is: [CH:28]1([C:31]2[CH:36]=[C:35]([CH2:19][N:17]3[CH2:18][C:15]4([CH2:26][C:12]([N:9]5[CH2:10][CH2:11][C:6]([CH3:27])([C:4]([O:3][CH2:1][CH3:2])=[O:5])[CH2:7][CH2:8]5)=[N:13][O:14]4)[CH2:16]3)[C:34]([CH2:39][CH3:40])=[CH:33][C:32]=2[C:41]2[CH:42]=[CH:43][C:44]([F:47])=[CH:45][CH:46]=2)[CH2:30][CH2:29]1. (7) Given the reactants [Cl:1][C:2]1[N:7]=[C:6]([N:8]2[CH2:13][CH2:12][O:11][CH2:10][C@@H:9]2[CH3:14])[CH:5]=[C:4]([CH2:15][S:16]([CH3:19])(=[O:18])=[O:17])[N:3]=1.Br[CH2:21][CH2:22][CH2:23][CH2:24]Br.[OH-].[Na+], predict the reaction product. The product is: [Cl:1][C:2]1[N:7]=[C:6]([N:8]2[CH2:13][CH2:12][O:11][CH2:10][C@@H:9]2[CH3:14])[CH:5]=[C:4]([C:15]2([S:16]([CH3:19])(=[O:18])=[O:17])[CH2:24][CH2:23][CH2:22][CH2:21]2)[N:3]=1.